From a dataset of Reaction yield outcomes from USPTO patents with 853,638 reactions. Predict the reaction yield, written as a fraction of the theoretical maximum amount of product (1.0 means a 100% yield; for example, 0.34 means a 34% yield). (1) The reactants are [C:1]1([OH:7])[CH:6]=[CH:5][CH:4]=[CH:3][CH:2]=1.[CH2:8]([O:12][CH2:13][C:14]1[CH:19]=[CH:18][CH:17]=[CH:16][CH:15]=1)[C@@H:9]1[O:11][CH2:10]1. The catalyst is C(O)C.C(N(CC)CC)C. The product is [CH2:13]([O:12][CH2:8][C@H:9]([OH:11])[CH2:10][O:7][C:1]1[CH:6]=[CH:5][CH:4]=[CH:3][CH:2]=1)[C:14]1[CH:19]=[CH:18][CH:17]=[CH:16][CH:15]=1. The yield is 0.725. (2) The reactants are [F:1][C:2]([F:28])([F:27])[C:3]1[CH:8]=[CH:7][CH:6]=[CH:5][C:4]=1[S:9]([NH:12][C:13]1[C:18]([C:19]2[CH:24]=[CH:23][C:22]([CH2:25]O)=[CH:21][CH:20]=2)=[N:17][CH:16]=[CH:15][N:14]=1)(=[O:11])=[O:10].S(Cl)([Cl:31])=O. No catalyst specified. The product is [Cl:31][CH2:25][C:22]1[CH:23]=[CH:24][C:19]([C:18]2[C:13]([NH:12][S:9]([C:4]3[CH:5]=[CH:6][CH:7]=[CH:8][C:3]=3[C:2]([F:28])([F:27])[F:1])(=[O:11])=[O:10])=[N:14][CH:15]=[CH:16][N:17]=2)=[CH:20][CH:21]=1. The yield is 0.960. (3) The reactants are [C:1]([C:3]1[CH:8]=[CH:7][C:6]([C:9]2[CH:10]=[N:11][N:12]([C:15]3[CH:23]=[CH:22][C:18]([C:19]([OH:21])=O)=[CH:17][N:16]=3)[C:13]=2[OH:14])=[CH:5][CH:4]=1)#[N:2].CCN(CC)CC.[NH2:31][CH2:32][CH2:33][CH2:34][N:35]([CH3:43])[C:36](=[O:42])[O:37][C:38]([CH3:41])([CH3:40])[CH3:39]. The catalyst is CN(C=O)C. The product is [C:1]([C:3]1[CH:4]=[CH:5][C:6]([C:9]2[CH:10]=[N:11][N:12]([C:15]3[CH:23]=[CH:22][C:18]([C:19]([NH:31][CH2:32][CH2:33][CH2:34][N:35]([CH3:43])[C:36](=[O:42])[O:37][C:38]([CH3:39])([CH3:41])[CH3:40])=[O:21])=[CH:17][N:16]=3)[C:13]=2[OH:14])=[CH:7][CH:8]=1)#[N:2]. The yield is 0.480. (4) The reactants are C(OC([NH:8][C:9]1[S:13][C:12]([C:14]2[C:19]([F:20])=[CH:18][CH:17]=[CH:16][C:15]=2[F:21])=[N:11][C:10]=1[C:22]([NH:24][C:25]1[CH:29]=[N:28][N:27]([CH3:30])[C:26]=1[CH:31]1[CH2:37][O:36][CH2:35][CH:34]([NH:38]C(=O)OC(C)(C)C)[CH2:33][CH2:32]1)=[O:23])=O)(C)(C)C.Cl. The catalyst is O1CCOCC1.CO. The product is [NH2:8][C:9]1[S:13][C:12]([C:14]2[C:15]([F:21])=[CH:16][CH:17]=[CH:18][C:19]=2[F:20])=[N:11][C:10]=1[C:22]([NH:24][C:25]1[CH:29]=[N:28][N:27]([CH3:30])[C:26]=1[CH:31]1[CH2:32][CH2:33][CH:34]([NH2:38])[CH2:35][O:36][CH2:37]1)=[O:23]. The yield is 0.320. (5) The reactants are Cl.[Br:2][C:3]1[CH:9]=[CH:8][C:6]([NH2:7])=[CH:5][C:4]=1[C:10]([F:13])([F:12])[F:11].Cl[C:15](OC(Cl)(Cl)Cl)=[O:16]. The catalyst is C1(C)C=CC=CC=1. The product is [Br:2][C:3]1[CH:9]=[CH:8][C:6]([N:7]=[C:15]=[O:16])=[CH:5][C:4]=1[C:10]([F:11])([F:12])[F:13]. The yield is 0.860. (6) The reactants are Cl[C:2]1[N:7]=[C:6]([Cl:8])[C:5]([C:9]([F:12])([F:11])[F:10])=[CH:4][N:3]=1.C(O)(C)(C)C.C(N(CC)CC)C.[NH2:25][C@H:26]1[CH2:31][CH2:30][CH2:29][N:28]([C:32]([O:34][C:35]([CH3:38])([CH3:37])[CH3:36])=[O:33])[CH2:27]1. The catalyst is ClC(Cl)C.CCOC(C)=O.CCCCCC.[Cl-].[Zn+2].[Cl-]. The product is [Cl:8][C:6]1[C:5]([C:9]([F:12])([F:11])[F:10])=[CH:4][N:3]=[C:2]([NH:25][C@H:26]2[CH2:31][CH2:30][CH2:29][N:28]([C:32]([O:34][C:35]([CH3:38])([CH3:37])[CH3:36])=[O:33])[CH2:27]2)[N:7]=1. The yield is 0.570. (7) The reactants are [Cl:1][C:2]1[C:7]2=[N:8][CH:9]=[C:10]([O:12][CH2:13][C:14]3O[CH:16]=[CH:17][N:18]=3)[N:11]=[C:6]2[CH:5]=[CH:4][N:3]=1.ClC1N=C2C=CN=C(Cl)C2=NC=1.[CH3:31][C:32]1[O:33]C(C)=C(CO)N=1. No catalyst specified. The product is [Cl:1][C:2]1[C:7]2=[N:8][CH:9]=[C:10]([O:12][CH2:13][C:14]3[N:18]=[C:17]([CH3:16])[O:33][C:32]=3[CH3:31])[N:11]=[C:6]2[CH:5]=[CH:4][N:3]=1. The yield is 0.830.